Dataset: Forward reaction prediction with 1.9M reactions from USPTO patents (1976-2016). Task: Predict the product of the given reaction. Given the reactants [Cl:1][C:2]1[CH:7]=[CH:6][C:5]([C:8]2[CH:13]=[C:12]([CH2:14][CH2:15][CH3:16])[N:11]3[N:17]=[CH:18][C:19]([C:20](O)=[O:21])=[C:10]3[N:9]=2)=[CH:4][CH:3]=1.[CH3:23][S:24]([C:27]1[CH:28]=[C:29]([NH2:33])[CH:30]=[CH:31][CH:32]=1)(=[O:26])=[O:25], predict the reaction product. The product is: [CH3:23][S:24]([C:27]1[CH:28]=[C:29]([NH:33][C:20]([C:19]2[CH:18]=[N:17][N:11]3[C:12]([CH2:14][CH2:15][CH3:16])=[CH:13][C:8]([C:5]4[CH:4]=[CH:3][C:2]([Cl:1])=[CH:7][CH:6]=4)=[N:9][C:10]=23)=[O:21])[CH:30]=[CH:31][CH:32]=1)(=[O:25])=[O:26].